From a dataset of Forward reaction prediction with 1.9M reactions from USPTO patents (1976-2016). Predict the product of the given reaction. (1) Given the reactants [N+](/[C:4](=[CH:15]/[CH2:16][CH2:17][CH2:18][CH2:19][CH2:20][CH2:21][CH2:22][CH3:23])/[CH2:5][CH2:6][CH2:7][CH2:8][CH2:9][CH2:10][CH2:11][C:12]([OH:14])=[O:13])([O-])=O.[N+](/C(/CCCCCCCC)=C/CCCCCCCC(O)=O)([O-])=O.[N+](C(CCCCCC/C=C\CCCCCCCC)C(O)=O)([O-])=O, predict the reaction product. The product is: [C:12]([OH:14])(=[O:13])[CH2:11][CH2:10][CH2:9][CH2:8][CH2:7][CH2:6][CH2:5]/[CH:4]=[CH:15]\[CH2:16][CH2:17][CH2:18][CH2:19][CH2:20][CH2:21][CH2:22][CH3:23]. (2) Given the reactants [Cl:1][C:2]1[CH:11]=[CH:10][C:5]([C:6]([NH:8][NH2:9])=[O:7])=[CH:4][CH:3]=1.[F:12][C:13]1[CH:18]=[CH:17][C:16]([F:19])=[CH:15][C:14]=1[C:20](=[O:28])[CH2:21][C:22](=O)[C:23]([F:26])([F:25])[F:24], predict the reaction product. The product is: [Cl:1][C:2]1[CH:11]=[CH:10][C:5]([C:6]([N:8]2[C:20]([C:14]3[CH:15]=[C:16]([F:19])[CH:17]=[CH:18][C:13]=3[F:12])([OH:28])[CH2:21][C:22]([C:23]([F:25])([F:26])[F:24])=[N:9]2)=[O:7])=[CH:4][CH:3]=1. (3) Given the reactants [CH:1]([N:4]1[C:8]([C:9]2[N:18]=[C:17]3[N:11]([CH2:12][CH2:13][O:14][C:15]4[CH:22]=[C:21](OS(C(F)(F)F)(=O)=O)[N:20]=[CH:19][C:16]=43)[CH:10]=2)=[N:7][CH:6]=[N:5]1)([CH3:3])[CH3:2].[CH3:31][NH2:32].C1COCC1, predict the reaction product. The product is: [CH:1]([N:4]1[C:8]([C:9]2[N:18]=[C:17]3[C:16]4[CH:19]=[N:20][C:21]([NH:32][CH3:31])=[CH:22][C:15]=4[O:14][CH2:13][CH2:12][N:11]3[CH:10]=2)=[N:7][CH:6]=[N:5]1)([CH3:3])[CH3:2]. (4) Given the reactants C([O:4][C:5]1[CH:10]=[CH:9][CH:8]=[C:7]([C:11](=[O:18])[C:12]2[CH:17]=[CH:16][CH:15]=[CH:14][CH:13]=2)[C:6]=1[CH3:19])(=O)C.[OH-].[K+], predict the reaction product. The product is: [OH:4][C:5]1[C:6]([CH3:19])=[C:7]([C:11]([C:12]2[CH:17]=[CH:16][CH:15]=[CH:14][CH:13]=2)=[O:18])[CH:8]=[CH:9][CH:10]=1. (5) Given the reactants [NH2:1][C:2]1[N:7]=[C:6]([Cl:8])[C:5]([NH:9][CH:10]=[O:11])=[C:4](Cl)[N:3]=1.[NH2:13][C@@H:14]1[CH2:18][C@H:17]([CH2:19][OH:20])[CH:16]=[CH:15]1.C(N(CC)CC)C, predict the reaction product. The product is: [NH2:1][C:2]1[N:3]=[C:4]([NH:13][C@@H:14]2[CH2:18][CH:17]([CH2:19][OH:20])[CH:16]=[CH:15]2)[C:5]([NH:9][CH:10]=[O:11])=[C:6]([Cl:8])[N:7]=1.